Dataset: Forward reaction prediction with 1.9M reactions from USPTO patents (1976-2016). Task: Predict the product of the given reaction. The product is: [N-:1]([S:2]([C:5]([F:8])([F:6])[F:7])(=[O:4])=[O:3])[S:9]([C:12]([F:15])([F:14])[F:13])(=[O:11])=[O:10].[CH2:18]([N+:20]([CH2:26][CH3:27])([CH2:24][CH3:25])[CH2:21][O:22][CH3:23])[CH3:19]. Given the reactants [N-:1]([S:9]([C:12]([F:15])([F:14])[F:13])(=[O:11])=[O:10])[S:2]([C:5]([F:8])([F:7])[F:6])(=[O:4])=[O:3].[Li+].[Br-].[CH2:18]([N+:20]([CH2:26][CH3:27])([CH2:24][CH3:25])[CH2:21][O:22][CH3:23])[CH3:19], predict the reaction product.